From a dataset of Forward reaction prediction with 1.9M reactions from USPTO patents (1976-2016). Predict the product of the given reaction. Given the reactants [O:1]1[CH:5]=[C:4]([C:6]([Cl:8])=[O:7])[N:3]=[CH:2]1.[NH2:9][C:10]1[C:19]2[C:14](=[CH:15][C:16]([O:22][CH3:23])=[C:17]([O:20][CH3:21])[CH:18]=2)[N:13]=[C:12]([N:24]2[CH2:29][CH2:28][NH:27][CH2:26][CH2:25]2)[N:11]=1, predict the reaction product. The product is: [ClH:8].[NH2:9][C:10]1[C:19]2[C:14](=[CH:15][C:16]([O:22][CH3:23])=[C:17]([O:20][CH3:21])[CH:18]=2)[N:13]=[C:12]([N:24]2[CH2:29][CH2:28][N:27]([C:6]([C:4]3[N:3]=[CH:2][O:1][CH:5]=3)=[O:7])[CH2:26][CH2:25]2)[N:11]=1.